Dataset: Peptide-MHC class I binding affinity with 185,985 pairs from IEDB/IMGT. Task: Regression. Given a peptide amino acid sequence and an MHC pseudo amino acid sequence, predict their binding affinity value. This is MHC class I binding data. The binding affinity (normalized) is 0.0847. The peptide sequence is GYLEGTRTL. The MHC is HLA-A26:03 with pseudo-sequence HLA-A26:03.